Dataset: Forward reaction prediction with 1.9M reactions from USPTO patents (1976-2016). Task: Predict the product of the given reaction. (1) Given the reactants [CH3:1][N:2]([CH:18]1[CH2:23][CH2:22][N:21](C([O-])=O)[CH2:20][CH2:19]1)[C:3](=[O:17])[C:4]1[CH:9]=[CH:8][C:7]([O:10][C:11]2[CH:16]=[CH:15][CH:14]=[CH:13][CH:12]=2)=[CH:6][CH:5]=1.[F:27][C:28]([F:33])([F:32])[C:29]([OH:31])=[O:30], predict the reaction product. The product is: [F:27][C:28]([F:33])([F:32])[C:29]([OH:31])=[O:30].[CH3:1][N:2]([CH:18]1[CH2:23][CH2:22][NH:21][CH2:20][CH2:19]1)[C:3](=[O:17])[C:4]1[CH:9]=[CH:8][C:7]([O:10][C:11]2[CH:16]=[CH:15][CH:14]=[CH:13][CH:12]=2)=[CH:6][CH:5]=1. (2) Given the reactants NC1C2C(=CC3C(N=2)=CC=CC=3)C=CC=1.C1(=O)C2C(=CC=CC=2)C=CC1=O.[Br:28]CCCCCCO.C1(P(C2C=CC=CC=2)C2C=CC=CC=2)C=CC=CC=1.[OH:55][CH2:56][CH2:57][CH2:58][CH2:59][CH2:60][CH2:61][P+:62]([C:75]1[CH:80]=[CH:79][CH:78]=[CH:77][CH:76]=1)([C:69]1[CH:74]=[CH:73][CH:72]=[CH:71][CH:70]=1)[C:63]1[CH:68]=[CH:67][CH:66]=[CH:65][CH:64]=1.C(NC1C=CC(C=O)=CC=1)(=O)C, predict the reaction product. The product is: [Br-:28].[OH:55][CH2:56][CH2:57][CH2:58][CH2:59][CH2:60][CH2:61][P+:62]([C:75]1[CH:80]=[CH:79][CH:78]=[CH:77][CH:76]=1)([C:63]1[CH:64]=[CH:65][CH:66]=[CH:67][CH:68]=1)[C:69]1[CH:74]=[CH:73][CH:72]=[CH:71][CH:70]=1. (3) Given the reactants [CH3:1][S:2]([C:5]1[CH:31]=[CH:30][C:8]([O:9][C:10]2[C:24]([CH:25]3[CH2:29][CH2:28][CH2:27][NH:26]3)=[CH:23][C:13]3[NH:14][C:15]([C:17]4[CH:22]=[CH:21][CH:20]=[CH:19][N:18]=4)=[N:16][C:12]=3[CH:11]=2)=[CH:7][CH:6]=1)(=[O:4])=[O:3].[C:32]([O:36][C:37]([NH:39][CH2:40][C:41](O)=[O:42])=[O:38])(C)(C)[CH3:33], predict the reaction product. The product is: [CH3:1][S:2]([C:5]1[CH:6]=[CH:7][C:8]([O:9][C:10]2[C:24]([CH:25]3[CH2:29][CH2:28][CH2:27][N:26]3[C:41](=[O:42])[CH2:40][NH:39][C:37](=[O:38])[O:36][CH2:32][CH3:33])=[CH:23][C:13]3[NH:14][C:15]([C:17]4[CH:22]=[CH:21][CH:20]=[CH:19][N:18]=4)=[N:16][C:12]=3[CH:11]=2)=[CH:30][CH:31]=1)(=[O:3])=[O:4]. (4) Given the reactants [F:1][C:2]1[CH:7]=[CH:6][C:5]([NH:8][C:9]([NH:11][C:12]2[N:16]([C:17]3[CH:22]=[CH:21][CH:20]=[CH:19][CH:18]=3)[N:15]=[C:14]([C:23]([F:26])([F:25])[F:24])[CH:13]=2)=[O:10])=[CH:4][C:3]=1[OH:27].C([O-])([O-])=O.[Cs+].[Cs+].Cl[C:35]1[C:44]2[C:39](=[CH:40][C:41]([O:47][CH3:48])=[C:42]([O:45][CH3:46])[CH:43]=2)[N:38]=[CH:37][N:36]=1, predict the reaction product. The product is: [CH3:46][O:45][C:42]1[CH:43]=[C:44]2[C:39](=[CH:40][C:41]=1[O:47][CH3:48])[N:38]=[CH:37][N:36]=[C:35]2[O:27][C:3]1[CH:4]=[C:5]([NH:8][C:9]([NH:11][C:12]2[N:16]([C:17]3[CH:22]=[CH:21][CH:20]=[CH:19][CH:18]=3)[N:15]=[C:14]([C:23]([F:24])([F:25])[F:26])[CH:13]=2)=[O:10])[CH:6]=[CH:7][C:2]=1[F:1]. (5) Given the reactants [F:1][CH:2]1[CH:11](OC)[NH:10][C:9](=O)[C:8]2[N:7]=[CH:6][C:5]([C:15]#[N:16])=[CH:4][C:3]1=2.O=P(Cl)(Cl)[Cl:19], predict the reaction product. The product is: [Cl:19][C:9]1[N:10]=[CH:11][C:2]([F:1])=[C:3]2[C:8]=1[N:7]=[CH:6][C:5]([C:15]#[N:16])=[CH:4]2. (6) Given the reactants [OH:1][C@@:2]1([C:9]#[C:10][C:11]2[CH:12]=[C:13]([C:17]3[N:22]=[C:21]([C:23]([OH:25])=O)[CH:20]=[C:19]([N:26]4[C:30]([CH3:31])=[CH:29][CH:28]=[N:27]4)[N:18]=3)[CH:14]=[CH:15][CH:16]=2)[CH2:6][CH2:5][N:4]([CH3:7])[C:3]1=[O:8].[Cl-].[NH4+:33], predict the reaction product. The product is: [OH:1][C@@:2]1([C:9]#[C:10][C:11]2[CH:12]=[C:13]([C:17]3[N:22]=[C:21]([C:23]([NH2:33])=[O:25])[CH:20]=[C:19]([N:26]4[C:30]([CH3:31])=[CH:29][CH:28]=[N:27]4)[N:18]=3)[CH:14]=[CH:15][CH:16]=2)[CH2:6][CH2:5][N:4]([CH3:7])[C:3]1=[O:8]. (7) Given the reactants CB1N2CCC[C@@H]2C(C2C=CC=CC=2)(C2C=CC=CC=2)O1.CSC.B.[C:26]([O:30][C:31]([NH:33][C@@H:34]([CH2:39][O:40][CH2:41][C@H:42]([CH2:54][C:55]1[CH:60]=[CH:59][CH:58]=[CH:57][CH:56]=1)[C@@H:43]([CH2:47][C:48]1[CH:53]=[CH:52][CH:51]=[CH:50][CH:49]=1)[C:44](=[O:46])[CH3:45])[C:35]([O:37][CH3:38])=[O:36])=[O:32])([CH3:29])([CH3:28])[CH3:27], predict the reaction product. The product is: [C:26]([O:30][C:31]([NH:33][C@@H:34]([CH2:39][O:40][CH2:41][C@H:42]([CH2:54][C:55]1[CH:56]=[CH:57][CH:58]=[CH:59][CH:60]=1)[C@@H:43]([CH2:47][C:48]1[CH:53]=[CH:52][CH:51]=[CH:50][CH:49]=1)[C@@H:44]([OH:46])[CH3:45])[C:35]([O:37][CH3:38])=[O:36])=[O:32])([CH3:27])([CH3:28])[CH3:29].